From a dataset of NCI-60 drug combinations with 297,098 pairs across 59 cell lines. Regression. Given two drug SMILES strings and cell line genomic features, predict the synergy score measuring deviation from expected non-interaction effect. (1) Drug 1: C1CCN(CC1)CCOC2=CC=C(C=C2)C(=O)C3=C(SC4=C3C=CC(=C4)O)C5=CC=C(C=C5)O. Drug 2: C1=CC(=CC=C1C#N)C(C2=CC=C(C=C2)C#N)N3C=NC=N3. Cell line: SNB-75. Synergy scores: CSS=0.773, Synergy_ZIP=-1.74, Synergy_Bliss=-2.37, Synergy_Loewe=-1.25, Synergy_HSA=-1.23. (2) Drug 1: CC1=CC2C(CCC3(C2CCC3(C(=O)C)OC(=O)C)C)C4(C1=CC(=O)CC4)C. Drug 2: C1=NC2=C(N=C(N=C2N1C3C(C(C(O3)CO)O)F)Cl)N. Cell line: U251. Synergy scores: CSS=13.7, Synergy_ZIP=0.497, Synergy_Bliss=-0.443, Synergy_Loewe=-18.0, Synergy_HSA=-0.0503. (3) Drug 1: C1=CN(C(=O)N=C1N)C2C(C(C(O2)CO)O)O.Cl. Drug 2: CC1CCC2CC(C(=CC=CC=CC(CC(C(=O)C(C(C(=CC(C(=O)CC(OC(=O)C3CCCCN3C(=O)C(=O)C1(O2)O)C(C)CC4CCC(C(C4)OC)O)C)C)O)OC)C)C)C)OC. Cell line: EKVX. Synergy scores: CSS=3.35, Synergy_ZIP=-2.46, Synergy_Bliss=0.777, Synergy_Loewe=-2.94, Synergy_HSA=-0.635. (4) Drug 1: C1CN1P(=S)(N2CC2)N3CC3. Drug 2: CC1=C(C(CCC1)(C)C)C=CC(=CC=CC(=CC(=O)O)C)C. Cell line: A549. Synergy scores: CSS=51.7, Synergy_ZIP=-4.24, Synergy_Bliss=-2.42, Synergy_Loewe=2.60, Synergy_HSA=4.57. (5) Drug 1: CCC1(CC2CC(C3=C(CCN(C2)C1)C4=CC=CC=C4N3)(C5=C(C=C6C(=C5)C78CCN9C7C(C=CC9)(C(C(C8N6C=O)(C(=O)OC)O)OC(=O)C)CC)OC)C(=O)OC)O.OS(=O)(=O)O. Drug 2: CC1C(C(CC(O1)OC2CC(CC3=C2C(=C4C(=C3O)C(=O)C5=C(C4=O)C(=CC=C5)OC)O)(C(=O)CO)O)N)O.Cl. Cell line: ACHN. Synergy scores: CSS=26.7, Synergy_ZIP=-3.31, Synergy_Bliss=-3.06, Synergy_Loewe=-10.2, Synergy_HSA=-5.22. (6) Drug 1: C1=NC2=C(N1)C(=S)N=C(N2)N. Drug 2: C1CN1P(=S)(N2CC2)N3CC3. Cell line: MCF7. Synergy scores: CSS=42.1, Synergy_ZIP=-2.42, Synergy_Bliss=-3.66, Synergy_Loewe=-1.84, Synergy_HSA=-0.584. (7) Drug 1: CCC1(C2=C(COC1=O)C(=O)N3CC4=CC5=C(C=CC(=C5CN(C)C)O)N=C4C3=C2)O.Cl. Cell line: NCI-H460. Drug 2: CC12CCC3C(C1CCC2OP(=O)(O)O)CCC4=C3C=CC(=C4)OC(=O)N(CCCl)CCCl.[Na+]. Synergy scores: CSS=38.2, Synergy_ZIP=-1.73, Synergy_Bliss=-1.14, Synergy_Loewe=-36.4, Synergy_HSA=-1.46. (8) Drug 2: CC1CCCC2(C(O2)CC(NC(=O)CC(C(C(=O)C(C1O)C)(C)C)O)C(=CC3=CSC(=N3)C)C)C. Cell line: HCC-2998. Drug 1: CN(C)N=NC1=C(NC=N1)C(=O)N. Synergy scores: CSS=10.4, Synergy_ZIP=-3.16, Synergy_Bliss=-1.36, Synergy_Loewe=-42.9, Synergy_HSA=-1.22. (9) Drug 1: C1C(C(OC1N2C=NC3=C(N=C(N=C32)Cl)N)CO)O. Drug 2: CC1=C(C=C(C=C1)C(=O)NC2=CC(=CC(=C2)C(F)(F)F)N3C=C(N=C3)C)NC4=NC=CC(=N4)C5=CN=CC=C5. Cell line: SF-295. Synergy scores: CSS=-0.905, Synergy_ZIP=-1.27, Synergy_Bliss=-4.86, Synergy_Loewe=-8.09, Synergy_HSA=-8.50.